Task: Predict the product of the given reaction.. Dataset: Forward reaction prediction with 1.9M reactions from USPTO patents (1976-2016) Given the reactants [NH:1]1[CH2:6][CH2:5][NH:4][CH2:3][C:2]1=[O:7].[F:8][C:9]1[CH:14]=[C:13]([F:15])[CH:12]=[CH:11][C:10]=1I.CN(C)CCN(C)C.P([O-])([O-])([O-])=O.[K+].[K+].[K+], predict the reaction product. The product is: [F:8][C:9]1[CH:14]=[C:13]([F:15])[CH:12]=[CH:11][C:10]=1[N:1]1[CH2:6][CH2:5][NH:4][CH2:3][C:2]1=[O:7].